Dataset: Full USPTO retrosynthesis dataset with 1.9M reactions from patents (1976-2016). Task: Predict the reactants needed to synthesize the given product. (1) Given the product [C:26]1([C:3]2[C:4]3[CH:9]=[N:8][C:7]([N:10]4[CH2:15][CH2:14][CH:13]([CH2:16][O:17][CH2:18][CH2:19][N:20]5[CH2:24][CH2:23][CH2:22][CH2:21]5)[CH2:12][CH2:11]4)=[N:6][C:5]=3[S:25][C:2]=2[NH:35][C:32](=[O:34])[CH3:33])[CH:31]=[CH:30][CH:29]=[CH:28][CH:27]=1, predict the reactants needed to synthesize it. The reactants are: Br[C:2]1[S:25][C:5]2[N:6]=[C:7]([N:10]3[CH2:15][CH2:14][CH:13]([CH2:16][O:17][CH2:18][CH2:19][N:20]4[CH2:24][CH2:23][CH2:22][CH2:21]4)[CH2:12][CH2:11]3)[N:8]=[CH:9][C:4]=2[C:3]=1[C:26]1[CH:31]=[CH:30][CH:29]=[CH:28][CH:27]=1.[C:32]([NH2:35])(=[O:34])[CH3:33].C(=O)([O-])[O-].[Cs+].[Cs+].CC1(C)C2C(=C(P(C3C=CC=CC=3)C3C=CC=CC=3)C=CC=2)OC2C(P(C3C=CC=CC=3)C3C=CC=CC=3)=CC=CC1=2. (2) Given the product [N+:9]([C:4]1[CH:5]=[N:6][CH:7]=[CH:8][C:3]=1[NH:15][CH2:14][C:13]([CH3:18])([CH3:12])[CH2:16][NH2:17])([O-:11])=[O:10], predict the reactants needed to synthesize it. The reactants are: CO[C:3]1[CH:8]=[CH:7][N:6]=[CH:5][C:4]=1[N+:9]([O-:11])=[O:10].[CH3:12][C:13]([CH3:18])([CH2:16][NH2:17])[CH2:14][NH2:15]. (3) Given the product [NH2:4][C:7]1[CH:38]=[CH:37][C:10]([CH2:11][N:12]2[CH:17]=[C:16]([C:18]3[O:22][N:21]=[C:20]([C:23]4[CH:28]=[CH:27][C:26]([C:29]([CH3:35])([CH3:34])[C:30]([F:33])([F:32])[F:31])=[CH:25][CH:24]=4)[N:19]=3)[CH:15]=[CH:14][C:13]2=[O:36])=[CH:9][CH:8]=1, predict the reactants needed to synthesize it. The reactants are: [In].[Cl-].[NH4+].[N+:4]([C:7]1[CH:38]=[CH:37][C:10]([CH2:11][N:12]2[CH:17]=[C:16]([C:18]3[O:22][N:21]=[C:20]([C:23]4[CH:28]=[CH:27][C:26]([C:29]([CH3:35])([CH3:34])[C:30]([F:33])([F:32])[F:31])=[CH:25][CH:24]=4)[N:19]=3)[CH:15]=[CH:14][C:13]2=[O:36])=[CH:9][CH:8]=1)([O-])=O.C(OCC)(=O)C.